This data is from Retrosynthesis with 50K atom-mapped reactions and 10 reaction types from USPTO. The task is: Predict the reactants needed to synthesize the given product. (1) Given the product Nc1ncccc1C(=O)NCc1cc2ccc(O)cc2o1, predict the reactants needed to synthesize it. The reactants are: Nc1ncccc1C(=O)NCc1cc2ccc(OCc3ccccc3)cc2o1. (2) Given the product Cc1ccc(Oc2nc3cc(-c4ccc5ccccc5c4)c(Cl)cc3[nH]2)cc1C(=O)O, predict the reactants needed to synthesize it. The reactants are: COC(=O)c1cc(Oc2nc3cc(-c4ccc5ccccc5c4)c(Cl)cc3[nH]2)ccc1C.